Dataset: Reaction yield outcomes from USPTO patents with 853,638 reactions. Task: Predict the reaction yield, written as a fraction of the theoretical maximum amount of product (1.0 means a 100% yield; for example, 0.34 means a 34% yield). (1) The reactants are [CH2:12]([Sn]([CH2:12][CH2:13][CH2:14][CH3:15])([CH2:12][CH2:13][CH2:14][CH3:15])C=C)[CH2:13][CH2:14][CH3:15].ClC1C=[CH:21][C:20]([N+:23]([O-:25])=[O:24])=[CH:19][N:18]=1.C(OCC)(=O)C.[F-].[Na+]. The catalyst is O1CCCC1.O.C1C=CC([P]([Pd]([P](C2C=CC=CC=2)(C2C=CC=CC=2)C2C=CC=CC=2)([P](C2C=CC=CC=2)(C2C=CC=CC=2)C2C=CC=CC=2)[P](C2C=CC=CC=2)(C2C=CC=CC=2)C2C=CC=CC=2)(C2C=CC=CC=2)C2C=CC=CC=2)=CC=1.C(C1C(O)=C(C(C)(C)C)C=C(C)C=1)(C)(C)C. The product is [N+:23]([C:20]1[CH:21]=[CH:12][C:13]([CH:14]=[CH2:15])=[N:18][CH:19]=1)([O-:25])=[O:24]. The yield is 0.500. (2) The reactants are [NH:1]1[C:5]2[CH:6]=[CH:7][C:8]([C:10]([OH:12])=O)=[CH:9][C:4]=2[N:3]=[CH:2]1.[C:13]1([C:18]2[CH:19]=[CH:20][C:21]3[CH2:22][C@H:23]4[C@@H:28]([C:29]=3[CH:30]=2)[CH2:27][CH2:26][CH2:25][NH:24]4)[CH2:17][CH2:16][CH2:15][CH:14]=1. No catalyst specified. The product is [N:1]1[C:5]2[CH:6]=[CH:7][C:8]([C:10]([N:24]3[CH2:25][CH2:26][CH2:27][C@@H:28]4[C:29]5[CH:30]=[C:18]([C:13]6[CH2:17][CH2:16][CH2:15][CH:14]=6)[CH:19]=[CH:20][C:21]=5[CH2:22][C@H:23]34)=[O:12])=[CH:9][C:4]=2[NH:3][CH:2]=1. The yield is 0.490. (3) The reactants are Cl[CH2:2][C:3]([NH:5][CH2:6][CH2:7][C:8]([NH:10][C:11]1[CH:12]=[C:13]2[C:18](=[CH:19][CH:20]=1)[N:17]=[CH:16][N:15]=[C:14]2[NH:21][C:22]1[CH:27]=[CH:26][C:25]([O:28][C:29]2[CH:30]=[N:31][C:32]([CH3:35])=[CH:33][CH:34]=2)=[C:24]([CH3:36])[CH:23]=1)=[O:9])=[O:4].[CH3:37][N:38]1[CH2:43][CH2:42][NH:41][CH2:40][CH2:39]1. No catalyst specified. The product is [CH3:36][C:24]1[CH:23]=[C:22]([NH:21][C:14]2[C:13]3[C:18](=[CH:19][CH:20]=[C:11]([NH:10][C:8](=[O:9])[CH2:7][CH2:6][NH:5][C:3](=[O:4])[CH2:2][N:41]4[CH2:42][CH2:43][N:38]([CH3:37])[CH2:39][CH2:40]4)[CH:12]=3)[N:17]=[CH:16][N:15]=2)[CH:27]=[CH:26][C:25]=1[O:28][C:29]1[CH:30]=[N:31][C:32]([CH3:35])=[CH:33][CH:34]=1. The yield is 0.510. (4) The catalyst is CO.C(Cl)Cl. The yield is 0.470. The reactants are [CH3:1][O:2][C:3]1[CH:4]=[C:5]([CH2:9][CH2:10][C:11]2[CH:12]=[C:13]([NH:16][C:17]([C:19]3[CH:20]=[CH:21][C:22]([C:25]([OH:27])=[O:26])=[N:23][CH:24]=3)=[O:18])[NH:14][N:15]=2)[CH:6]=[CH:7][CH:8]=1.S(Cl)(Cl)=O.[CH2:32](OCC)C. The product is [CH3:1][O:2][C:3]1[CH:4]=[C:5]([CH2:9][CH2:10][C:11]2[CH:12]=[C:13]([NH:16][C:17]([C:19]3[CH:20]=[CH:21][C:22]([C:25]([O:27][CH3:32])=[O:26])=[N:23][CH:24]=3)=[O:18])[NH:14][N:15]=2)[CH:6]=[CH:7][CH:8]=1. (5) The reactants are C(N1CCN(C2C=CC([NH:20][C:21]3[C:26]([F:27])=[CH:25][N:24]=[C:23](Cl)[N:22]=3)=CC=2)CC1)C1C=CC=CC=1.[CH2:29]1[CH2:39][O:38][C:37]2[CH:36]=[CH:35][C:33]([NH2:34])=[CH:32][C:31]=2[O:30]1. No catalyst specified. The product is [CH2:29]1[CH2:39][O:38][C:37]2[CH:36]=[CH:35][C:33]([NH:34][C:23]3[N:22]=[C:21]([NH2:20])[C:26]([F:27])=[CH:25][N:24]=3)=[CH:32][C:31]=2[O:30]1. The yield is 0.630. (6) The yield is 0.150. No catalyst specified. The reactants are [C:1]([O:8][CH3:9])(=[O:7])/[CH:2]=[CH:3]/[C:4]([OH:6])=[O:5].[C:10]([O:18][CH:19](Cl)[CH:20]([CH3:22])[CH3:21])(=[O:17])[C:11]1[CH:16]=[CH:15][CH:14]=[CH:13][CH:12]=1. The product is [C:1]([O:8][CH3:9])(=[O:7])/[CH:2]=[CH:3]/[C:4]([O:6][CH:19]([O:18][C:10]([C:11]1[CH:16]=[CH:15][CH:14]=[CH:13][CH:12]=1)=[O:17])[CH:20]([CH3:22])[CH3:21])=[O:5]. (7) The reactants are [CH3:1][O:2][C:3]1[N:8]=[CH:7][C:6]([N:9]2[C:13]([N:14]3[CH:18]=[CH:17][CH:16]=[CH:15]3)=[CH:12][C:11]([C:19]([OH:21])=O)=[N:10]2)=[CH:5][CH:4]=1.[C:22]([NH2:26])([CH3:25])([CH3:24])[CH3:23]. No catalyst specified. The product is [C:22]([NH:26][C:19]([C:11]1[CH:12]=[C:13]([N:14]2[CH:15]=[CH:16][CH:17]=[CH:18]2)[N:9]([C:6]2[CH:7]=[N:8][C:3]([O:2][CH3:1])=[CH:4][CH:5]=2)[N:10]=1)=[O:21])([CH3:25])([CH3:24])[CH3:23]. The yield is 0.830.